Task: Predict the reaction yield, written as a fraction of the theoretical maximum amount of product (1.0 means a 100% yield; for example, 0.34 means a 34% yield).. Dataset: Reaction yield outcomes from USPTO patents with 853,638 reactions (1) The reactants are CC1(C)C(C)(C)OB([C:9]2[CH:29]=[CH:28][C:12]([C:13]([N:15]3[CH2:20][CH2:19][N:18]([C:21]([O:23][C:24]([CH3:27])([CH3:26])[CH3:25])=[O:22])[CH2:17][CH2:16]3)=[O:14])=[CH:11][CH:10]=2)O1.Cl[C:32]1[CH:40]=[C:35]2[CH:36]=[CH:37][CH:38]=[CH:39][N:34]2[N:33]=1.C1(P(C2CCCCC2)C2C=CC=CC=2C2C(C(C)C)=CC(C(C)C)=CC=2C(C)C)CCCCC1.C(=O)([O-])[O-].[Cs+].[Cs+]. The catalyst is O1CCOCC1.O.C1C=CC(/C=C/C(/C=C/C2C=CC=CC=2)=O)=CC=1.C1C=CC(/C=C/C(/C=C/C2C=CC=CC=2)=O)=CC=1.C1C=CC(/C=C/C(/C=C/C2C=CC=CC=2)=O)=CC=1.[Pd].[Pd]. The product is [N:33]1[N:34]2[CH:39]=[CH:38][CH:37]=[CH:36][C:35]2=[CH:40][C:32]=1[C:9]1[CH:29]=[CH:28][C:12]([C:13]([N:15]2[CH2:16][CH2:17][N:18]([C:21]([O:23][C:24]([CH3:25])([CH3:27])[CH3:26])=[O:22])[CH2:19][CH2:20]2)=[O:14])=[CH:11][CH:10]=1. The yield is 0.570. (2) The reactants are [CH2:1]([N:3]1[C:7]2[N:8]=[C:9]([C:18]3[CH:23]=[CH:22][C:21]([NH:24][C:25]([NH:27][C:28]4[CH:37]=[CH:36][C:31]([C:32]([O:34]C)=[O:33])=[CH:30][CH:29]=4)=[O:26])=[CH:20][CH:19]=3)[N:10]=[C:11]([N:12]3[CH2:17][CH2:16][O:15][CH2:14][CH2:13]3)[C:6]=2[CH:5]=[CH:4]1)[CH3:2].[OH-].[Na+]. The catalyst is CO.C1COCC1. The product is [CH2:1]([N:3]1[C:7]2[N:8]=[C:9]([C:18]3[CH:19]=[CH:20][C:21]([NH:24][C:25]([NH:27][C:28]4[CH:29]=[CH:30][C:31]([C:32]([OH:34])=[O:33])=[CH:36][CH:37]=4)=[O:26])=[CH:22][CH:23]=3)[N:10]=[C:11]([N:12]3[CH2:17][CH2:16][O:15][CH2:14][CH2:13]3)[C:6]=2[CH:5]=[CH:4]1)[CH3:2]. The yield is 0.940. (3) The reactants are [CH3:1][O:2][C:3]1[C:8]2[N:9]=[C:10]([NH:12][C:13]([C:15]3[S:16][C:17]([CH3:20])=[CH:18][CH:19]=3)=[O:14])[S:11][C:7]=2[C:6](I)=[CH:5][CH:4]=1.[CH3:22][C:23]1[CH:28]=[C:27]([Sn](C)(C)C)[CH:26]=[CH:25][N:24]=1. No catalyst specified. The product is [CH3:1][O:2][C:3]1[C:8]2[N:9]=[C:10]([NH:12][C:13]([C:15]3[S:16][C:17]([CH3:20])=[CH:18][CH:19]=3)=[O:14])[S:11][C:7]=2[C:6]([C:27]2[CH:26]=[CH:25][N:24]=[C:23]([CH3:22])[CH:28]=2)=[CH:5][CH:4]=1. The yield is 0.500. (4) The reactants are C([O:3][C:4](=[O:14])[CH2:5][C:6]1[CH:10]=[CH:9][S:8][C:7]=1[C:11]([OH:13])=[O:12])C.[OH-].[K+].Cl. The catalyst is O. The product is [C:4]([CH2:5][C:6]1[CH:10]=[CH:9][S:8][C:7]=1[C:11]([OH:13])=[O:12])([OH:14])=[O:3]. The yield is 0.490. (5) The reactants are [C:1]([O:5][C:6]([N:8]1[C:16]2[CH:15]=[CH:14][N:13]=[CH:12][C:11]=2[CH:10]=[CH:9]1)=[O:7])([CH3:4])([CH3:3])[CH3:2].C(O[C:20](=O)[C:21](C)([CH3:36])[CH2:22][CH2:23][CH2:24][CH2:25][CH2:26][CH:27]([Br:35])[C:28]1[CH:33]=[CH:32][CH:31]=[CH:30][C:29]=1[Cl:34])C. The catalyst is C(#N)C. The product is [Br-:35].[C:1]([O:5][C:6]([N:8]1[C:16]2[CH:15]=[CH:14][N+:13]([CH:27]([C:28]3[CH:33]=[CH:32][CH:31]=[CH:30][C:29]=3[Cl:34])[CH2:26][CH2:25][CH2:24][CH2:23][CH2:22][CH:21]([CH3:20])[CH3:36])=[CH:12][C:11]=2[CH:10]=[CH:9]1)=[O:7])([CH3:4])([CH3:2])[CH3:3]. The yield is 0.606.